From a dataset of Forward reaction prediction with 1.9M reactions from USPTO patents (1976-2016). Predict the product of the given reaction. (1) Given the reactants C(OC([NH:8][C:9]1[CH:13]=C(C(C)(C)C)S[C:10]=1C(OC)=O)=O)(C)(C)C.[NH2:22][C:23]1[CH:27]=[C:26]([C:28]([CH3:31])([CH3:30])[CH3:29])SC=1C(OC)=O.[C:44](O[C:44]([O:46][C:47]([CH3:50])([CH3:49])C)=O)([O:46][C:47](C)([CH3:50])[CH3:49])=O.[N:51]1C=CC=CC=1, predict the reaction product. The product is: [CH3:44][O:46][C:47]1[CH:49]=[CH:13][C:9]([N:8]2[C:23]([NH2:22])=[CH:27][C:26]([C:28]([CH3:29])([CH3:30])[CH3:31])=[N:51]2)=[CH:10][CH:50]=1. (2) The product is: [ClH:35].[ClH:34].[NH2:1][C:2]1[N:3]=[C:4]([NH:17][CH:18]2[CH2:19][CH2:20][N:21]([S:24]([C:27]3[CH:28]=[N:29][C:30]([S:33][CH2:36][CH2:37][CH:38]4[CH2:42][CH2:41][CH2:40][N:39]4[CH3:43])=[CH:31][CH:32]=3)(=[O:26])=[O:25])[CH2:22][CH2:23]2)[S:5][C:6]=1[C:7]([C:9]1[C:14]([F:15])=[CH:13][CH:12]=[CH:11][C:10]=1[F:16])=[O:8]. Given the reactants [NH2:1][C:2]1[N:3]=[C:4]([NH:17][CH:18]2[CH2:23][CH2:22][N:21]([S:24]([C:27]3[CH:28]=[N:29][C:30]([SH:33])=[CH:31][CH:32]=3)(=[O:26])=[O:25])[CH2:20][CH2:19]2)[S:5][C:6]=1[C:7]([C:9]1[C:14]([F:15])=[CH:13][CH:12]=[CH:11][C:10]=1[F:16])=[O:8].[ClH:34].[Cl:35][CH2:36][CH2:37][CH:38]1[CH2:42][CH2:41][CH2:40][N:39]1[CH3:43], predict the reaction product. (3) The product is: [Br:1][C:2]1[CH:3]=[CH:4][C:5]2[CH:11]3[CH2:10][CH:9]([CH2:12]3)[N:8]3[C:13]([C:19]([N:25]([CH3:26])[CH3:24])=[O:20])=[C:14]([C:16]([NH2:17])=[O:18])[N:15]=[C:7]3[C:6]=2[CH:22]=1. Given the reactants [Br:1][C:2]1[CH:3]=[CH:4][C:5]2[CH:11]3[CH2:12][CH:9]([CH2:10]3)[N:8]3[C:13]([C:19](O)=[O:20])=[C:14]([C:16](=[O:18])[NH2:17])[N:15]=[C:7]3[C:6]=2[CH:22]=1.Cl.[CH3:24][NH:25][CH3:26], predict the reaction product. (4) Given the reactants [NH2:1][CH2:2][CH2:3][N:4]([CH2:17][CH3:18])[CH2:5][CH2:6][O:7][C:8]1[C:9]([N+:14]([O-:16])=[O:15])=[N:10][CH:11]=[CH:12][CH:13]=1.C(N(CCN[C:35](=[O:41])[O:36][C:37]([CH3:40])([CH3:39])[CH3:38])CCOC1C(F)=NC=CC=1)C, predict the reaction product. The product is: [CH2:17]([N:4]([CH2:3][CH2:2][NH:1][C:35](=[O:41])[O:36][C:37]([CH3:40])([CH3:39])[CH3:38])[CH2:5][CH2:6][O:7][C:8]1[C:9]([N+:14]([O-:16])=[O:15])=[N:10][CH:11]=[CH:12][CH:13]=1)[CH3:18]. (5) Given the reactants [C:1]([C:3]1[CH:8]=[CH:7][CH:6]=[CH:5][C:4]=1[O:9][CH3:10])#[CH:2].Br[C:12]1[CH:19]=[CH:18][C:17]([O:20][CH3:21])=[CH:16][C:13]=1[CH:14]=[O:15].C(N(CC)CC)C, predict the reaction product. The product is: [CH3:10][O:9][C:4]1[CH:5]=[CH:6][CH:7]=[CH:8][C:3]=1[C:1]#[C:2][C:12]1[CH:19]=[CH:18][C:17]([O:20][CH3:21])=[CH:16][C:13]=1[CH:14]=[O:15]. (6) Given the reactants [CH:1]1([N:6]2[C:10]3[N:11]=[C:12]([NH:15][C:16]4[CH:21]=[CH:20][C:19]([N:22]5[CH2:27][CH2:26][NH:25][CH2:24][CH2:23]5)=[CH:18][N:17]=4)[N:13]=[CH:14][C:9]=3[C:8]3[CH:28]=[CH:29][N:30]=[CH:31][C:7]2=3)[CH2:5][CH2:4][CH2:3][CH2:2]1.O.C(O[C:36]1(O[Si](C)(C)C)[CH2:38][CH2:37]1)C.C([BH3-])#N.[Na+], predict the reaction product. The product is: [CH:1]1([N:6]2[C:10]3[N:11]=[C:12]([NH:15][C:16]4[CH:21]=[CH:20][C:19]([N:22]5[CH2:27][CH2:26][N:25]([CH:36]6[CH2:38][CH2:37]6)[CH2:24][CH2:23]5)=[CH:18][N:17]=4)[N:13]=[CH:14][C:9]=3[C:8]3[CH:28]=[CH:29][N:30]=[CH:31][C:7]2=3)[CH2:2][CH2:3][CH2:4][CH2:5]1. (7) Given the reactants [CH3:1][C:2]1[CH:3]=[C:4]([C:7](=[O:9])[CH3:8])[S:5][CH:6]=1.CO[CH:12](OC)[N:13]([CH3:15])[CH3:14], predict the reaction product. The product is: [CH3:12][N:13]([CH3:15])[CH:14]=[CH:8][C:7]([C:4]1[S:5][CH:6]=[C:2]([CH3:1])[CH:3]=1)=[O:9]. (8) The product is: [NH2:7][C:6]1([C:5]2[CH:8]=[CH:9][C:2]([C:1]#[N:10])=[CH:3][CH:4]=2)[CH2:12][CH2:11]1. Given the reactants [C:1](#[N:10])[C:2]1[CH:9]=[CH:8][C:5]([C:6]#[N:7])=[CH:4][CH:3]=1.[CH2:11]([Mg]Br)[CH3:12].C1COCC1.B(F)(F)F.CCOCC, predict the reaction product.